Task: Predict the product of the given reaction.. Dataset: Forward reaction prediction with 1.9M reactions from USPTO patents (1976-2016) (1) Given the reactants O=CC[C@H](N[C:12]([CH:14]1[CH2:19][CH2:18][C:17]([F:21])([F:20])[CH2:16][CH2:15]1)=[O:13])C1C=CC=CC=1.C(O[BH-](OC(=O)C)OC(=O)C)(=[O:24])C.[Na+].C(N(CC)CC)C, predict the reaction product. The product is: [F:20][C:17]1([F:21])[CH2:18][CH2:19][CH:14]([C:12]([OH:13])=[O:24])[CH2:15][CH2:16]1. (2) The product is: [CH3:23][O:24][C:25]1[C:45]([O:46][CH3:47])=[CH:44][CH:43]=[CH:42][C:26]=1[C@@H:27]([CH:29]1[CH2:30][CH2:31][NH:32][CH2:33][CH2:34]1)[OH:28]. Given the reactants B(Cl)([C@@H]1[C@@H](C)[C@@H]2C(C)(C)[C@@H](C2)C1)[C@@H]1[C@@H](C)[C@@H]2C(C)(C)[C@@H](C2)C1.[CH3:23][O:24][C:25]1[C:45]([O:46][CH3:47])=[CH:44][CH:43]=[CH:42][C:26]=1[C:27]([CH:29]1[CH2:34][CH2:33][N:32](C(OC(C)(C)C)=O)[CH2:31][CH2:30]1)=[O:28].N(CCO)CCO.[OH-].[Na+], predict the reaction product. (3) Given the reactants CC1C=CC(S(O[CH2:12][CH:13]2[CH2:17][C:16]3[CH:18]=[C:19]([F:30])[CH:20]=[C:21]([C:22]4[C:27]([Cl:28])=[CH:26][CH:25]=[CH:24][C:23]=4[Cl:29])[C:15]=3[O:14]2)(=O)=O)=CC=1.[NH:31]1[CH2:36][CH2:35][CH2:34][CH2:33][CH2:32]1, predict the reaction product. The product is: [Cl:29][C:23]1[CH:24]=[CH:25][CH:26]=[C:27]([Cl:28])[C:22]=1[C:21]1[C:15]2[O:14][CH:13]([CH2:12][N:31]3[CH2:36][CH2:35][CH2:34][CH2:33][CH2:32]3)[CH2:17][C:16]=2[CH:18]=[C:19]([F:30])[CH:20]=1. (4) Given the reactants [CH3:1][O:2][C:3]1[CH:4]=[C:5]([C:9](=[S:11])[NH2:10])[CH:6]=[CH:7][CH:8]=1.Br[CH2:13][C:14](=O)[C:15]([CH3:18])([CH3:17])[CH3:16].O, predict the reaction product. The product is: [C:15]([C:14]1[N:10]=[C:9]([C:5]2[CH:6]=[CH:7][CH:8]=[C:3]([O:2][CH3:1])[CH:4]=2)[S:11][CH:13]=1)([CH3:18])([CH3:17])[CH3:16]. (5) Given the reactants [CH3:1][O:2][C:3]1[CH:24]=[CH:23][C:6]([CH2:7][N:8]2[C:13]3[S:14][C:15]([CH:17]=O)=[CH:16][C:12]=3[C:11]3=[N:19][CH:20]=[N:21][N:10]3[C:9]2=[O:22])=[CH:5][CH:4]=1.Cl.[O:26]1[CH2:32][CH2:31][CH2:30][NH:29][CH2:28][CH2:27]1.C(N(CC)CC)C.[Na], predict the reaction product. The product is: [O:26]1[CH2:32][CH2:31][CH2:30][N:29]([CH2:17][C:15]2[S:14][C:13]3[N:8]([CH2:7][C:6]4[CH:5]=[CH:4][C:3]([O:2][CH3:1])=[CH:24][CH:23]=4)[C:9](=[O:22])[N:10]4[N:21]=[CH:20][N:19]=[C:11]4[C:12]=3[CH:16]=2)[CH2:28][CH2:27]1. (6) Given the reactants [Br:1][C:2]1[CH:7]=[CH:6][C:5]([CH:8]2[C:17]3[C:16](=[O:18])[NH:15][CH:14]=[CH:13][C:12]=3[NH:11][C:10]([CH3:19])=[C:9]2[C:20]([O:22][CH2:23][CH2:24][C:25]#[N:26])=[O:21])=[C:4]([O:27][C:28]([F:31])([F:30])[F:29])[CH:3]=1.C(OCC)(OCC)O[CH2:34][CH3:35], predict the reaction product. The product is: [Br:1][C:2]1[CH:7]=[CH:6][C:5]([CH:8]2[C:17]3[C:12](=[CH:13][CH:14]=[N:15][C:16]=3[O:18][CH2:34][CH3:35])[NH:11][C:10]([CH3:19])=[C:9]2[C:20]([O:22][CH2:23][CH2:24][C:25]#[N:26])=[O:21])=[C:4]([O:27][C:28]([F:30])([F:29])[F:31])[CH:3]=1.